This data is from Peptide-MHC class II binding affinity with 134,281 pairs from IEDB. The task is: Regression. Given a peptide amino acid sequence and an MHC pseudo amino acid sequence, predict their binding affinity value. This is MHC class II binding data. (1) The peptide sequence is KMMGVPLQCSA. The MHC is HLA-DQA10102-DQB10602 with pseudo-sequence HLA-DQA10102-DQB10602. The binding affinity (normalized) is 0.692. (2) The peptide sequence is VSFGVWIRTPPAYRPPNAPI. The MHC is DRB1_1302 with pseudo-sequence DRB1_1302. The binding affinity (normalized) is 0.414. (3) The peptide sequence is MSMASSSSSSLLAMA. The MHC is HLA-DPA10103-DPB10201 with pseudo-sequence HLA-DPA10103-DPB10201. The binding affinity (normalized) is 0.222. (4) The binding affinity (normalized) is 0.256. The peptide sequence is QWKTANEAVQDPKFW. The MHC is DRB1_1301 with pseudo-sequence DRB1_1301. (5) The peptide sequence is TIIKALGALDSPREI. The MHC is DRB1_1302 with pseudo-sequence DRB1_1302. The binding affinity (normalized) is 0.649. (6) The peptide sequence is GELQIVDKIDAVFKI. The MHC is DRB1_0404 with pseudo-sequence DRB1_0404. The binding affinity (normalized) is 0.605. (7) The peptide sequence is EGHLRFLKNIILPVY. The MHC is HLA-DQA10401-DQB10402 with pseudo-sequence HLA-DQA10401-DQB10402. The binding affinity (normalized) is 0.188.